This data is from Forward reaction prediction with 1.9M reactions from USPTO patents (1976-2016). The task is: Predict the product of the given reaction. (1) Given the reactants C([N:8]1[C:12]([NH:13][CH:14]2[CH2:19][CH2:18][CH:17]([O:20][Si:21]([C:24]([CH3:27])([CH3:26])[CH3:25])([CH3:23])[CH3:22])[CH2:16][CH2:15]2)=[CH:11][CH:10]=[N:9]1)C1C=CC=CC=1.C(O)(=O)C.C([O-])=O.[NH4+].C(OCC)(=O)C, predict the reaction product. The product is: [Si:21]([O:20][CH:17]1[CH2:18][CH2:19][CH:14]([NH:13][C:12]2[NH:8][N:9]=[CH:10][CH:11]=2)[CH2:15][CH2:16]1)([C:24]([CH3:27])([CH3:26])[CH3:25])([CH3:22])[CH3:23]. (2) Given the reactants [NH2:1][CH2:2][C:3]1[N:4]=[C:5]([NH:8][C:9]([NH:11][C:12]2[CH:17]=[CH:16][C:15]([CH3:18])=[CH:14][C:13]=2[C:19]([CH:21]2[CH2:25][CH2:24][CH2:23][CH2:22]2)=[O:20])=[O:10])[S:6][CH:7]=1.[CH3:26][O:27][C:28](=[O:35])[CH2:29][CH2:30][S:31](Cl)(=[O:33])=[O:32], predict the reaction product. The product is: [CH3:26][O:27][C:28](=[O:35])[CH2:29][CH2:30][S:31](=[O:33])(=[O:32])[NH:1][CH2:2][C:3]1[N:4]=[C:5]([NH:8][C:9]([NH:11][C:12]2[CH:17]=[CH:16][C:15]([CH3:18])=[CH:14][C:13]=2[C:19]([CH:21]2[CH2:25][CH2:24][CH2:23][CH2:22]2)=[O:20])=[O:10])[S:6][CH:7]=1. (3) Given the reactants [CH2:1]([O:4][C:5]1[C:6]([C:11]([OH:13])=O)=[N:7][CH:8]=[CH:9][CH:10]=1)[CH2:2][CH3:3].[CH2:14]([O:16][C:17]([CH:19]1[CH2:27][C:26]2[C:21](=[CH:22][CH:23]=[CH:24][CH:25]=2)[CH2:20]1)=[O:18])[CH3:15].CC[N:30](C(C)C)C(C)C.CC(O)C.C(Cl)Cl, predict the reaction product. The product is: [CH2:14]([O:16][C:17]([C:19]1([NH:30][C:11]([C:6]2[C:5]([O:4][CH2:1][CH2:2][CH3:3])=[CH:10][CH:9]=[CH:8][N:7]=2)=[O:13])[CH2:27][C:26]2[C:21](=[CH:22][CH:23]=[CH:24][CH:25]=2)[CH2:20]1)=[O:18])[CH3:15]. (4) Given the reactants [CH:1]1[CH:2]=[C:3]2[C:10](=[O:11])[N:9]([CH:12]3[C:18](=[O:19])[NH:17][C:15](=[O:16])[CH2:14][CH2:13]3)[CH2:8][C:4]2=[C:5]([NH2:7])[CH:6]=1.[Cl:20][C:21]1[N:22]=[CH:23][C:24]([C:27](O)=[O:28])=[N:25][CH:26]=1.CN(C(ON1N=NC2C=CC=NC1=2)=[N+](C)C)C.F[P-](F)(F)(F)(F)F.CCN(C(C)C)C(C)C, predict the reaction product. The product is: [Cl:20][C:21]1[N:22]=[CH:23][C:24]([C:27]([NH:7][C:5]2[CH:6]=[CH:1][CH:2]=[C:3]3[C:4]=2[CH2:8][N:9]([CH:12]2[CH2:13][CH2:14][C:15](=[O:16])[NH:17][C:18]2=[O:19])[C:10]3=[O:11])=[O:28])=[N:25][CH:26]=1. (5) Given the reactants [F:1][C:2]1[C:3]([CH3:25])=[C:4]([C@:8]2([C:21]([O:23][CH3:24])=[O:22])[CH2:12][CH2:11][C:10](OS(C(F)(F)F)(=O)=O)=[CH:9]2)[CH:5]=[CH:6][CH:7]=1.CC1(C)C(C)(C)OB([C:34]2[CH:35]=[N:36][N:37]([CH2:39][C:40]([F:43])([F:42])[F:41])[CH:38]=2)O1, predict the reaction product. The product is: [F:1][C:2]1[C:3]([CH3:25])=[C:4]([C@:8]2([C:21]([O:23][CH3:24])=[O:22])[CH2:12][CH2:11][C:10]([C:34]3[CH:35]=[N:36][N:37]([CH2:39][C:40]([F:43])([F:42])[F:41])[CH:38]=3)=[CH:9]2)[CH:5]=[CH:6][CH:7]=1.